From a dataset of Full USPTO retrosynthesis dataset with 1.9M reactions from patents (1976-2016). Predict the reactants needed to synthesize the given product. Given the product [CH3:33][C:34]([CH3:38])([CH3:37])[CH2:35][NH:1][CH2:2][C@H:3]([NH:9][C:10]([CH2:12][NH:13][C:14]([C:16]1[CH:21]=[C:20]([C:22]([F:25])([F:24])[F:23])[CH:19]=[CH:18][C:17]=1[NH:26][C:27]([N:29]1[CH2:32][CH2:31][CH2:30]1)=[O:28])=[O:15])=[O:11])[C@@H:4]([OH:8])[CH2:5][CH2:6][CH3:7], predict the reactants needed to synthesize it. The reactants are: [NH2:1][CH2:2][C@H:3]([NH:9][C:10]([CH2:12][NH:13][C:14]([C:16]1[CH:21]=[C:20]([C:22]([F:25])([F:24])[F:23])[CH:19]=[CH:18][C:17]=1[NH:26][C:27]([N:29]1[CH2:32][CH2:31][CH2:30]1)=[O:28])=[O:15])=[O:11])[C@@H:4]([OH:8])[CH2:5][CH2:6][CH3:7].[CH3:33][C:34]([CH3:38])([CH3:37])[CH:35]=O.C(O[BH-](OC(=O)C)OC(=O)C)(=O)C.[Na+].